This data is from NCI-60 drug combinations with 297,098 pairs across 59 cell lines. The task is: Regression. Given two drug SMILES strings and cell line genomic features, predict the synergy score measuring deviation from expected non-interaction effect. (1) Drug 1: C1=NC2=C(N=C(N=C2N1C3C(C(C(O3)CO)O)O)F)N. Drug 2: CN1C2=C(C=C(C=C2)N(CCCl)CCCl)N=C1CCCC(=O)O.Cl. Cell line: K-562. Synergy scores: CSS=12.1, Synergy_ZIP=-2.29, Synergy_Bliss=-1.50, Synergy_Loewe=6.75, Synergy_HSA=-1.05. (2) Drug 1: CC1=C2C(C(=O)C3(C(CC4C(C3C(C(C2(C)C)(CC1OC(=O)C(C(C5=CC=CC=C5)NC(=O)OC(C)(C)C)O)O)OC(=O)C6=CC=CC=C6)(CO4)OC(=O)C)OC)C)OC. Drug 2: CCC(=C(C1=CC=CC=C1)C2=CC=C(C=C2)OCCN(C)C)C3=CC=CC=C3.C(C(=O)O)C(CC(=O)O)(C(=O)O)O. Cell line: HT29. Synergy scores: CSS=91.7, Synergy_ZIP=30.9, Synergy_Bliss=29.4, Synergy_Loewe=-8.82, Synergy_HSA=28.6. (3) Drug 1: CCC1(CC2CC(C3=C(CCN(C2)C1)C4=CC=CC=C4N3)(C5=C(C=C6C(=C5)C78CCN9C7C(C=CC9)(C(C(C8N6C)(C(=O)OC)O)OC(=O)C)CC)OC)C(=O)OC)O.OS(=O)(=O)O. Drug 2: CCCCCOC(=O)NC1=NC(=O)N(C=C1F)C2C(C(C(O2)C)O)O. Cell line: SNB-19. Synergy scores: CSS=1.36, Synergy_ZIP=2.97, Synergy_Bliss=4.43, Synergy_Loewe=-3.80, Synergy_HSA=-4.13. (4) Drug 1: COC1=C(C=C2C(=C1)N=CN=C2NC3=CC(=C(C=C3)F)Cl)OCCCN4CCOCC4. Drug 2: C1=CC(=CC=C1CCC2=CNC3=C2C(=O)NC(=N3)N)C(=O)NC(CCC(=O)O)C(=O)O. Cell line: NCI-H522. Synergy scores: CSS=37.8, Synergy_ZIP=-6.28, Synergy_Bliss=-9.02, Synergy_Loewe=-5.73, Synergy_HSA=-3.93. (5) Drug 1: CC1=CC=C(C=C1)C2=CC(=NN2C3=CC=C(C=C3)S(=O)(=O)N)C(F)(F)F. Drug 2: CCC1(C2=C(COC1=O)C(=O)N3CC4=CC5=C(C=CC(=C5CN(C)C)O)N=C4C3=C2)O.Cl. Cell line: A498. Synergy scores: CSS=10.2, Synergy_ZIP=-1.87, Synergy_Bliss=-2.57, Synergy_Loewe=-12.1, Synergy_HSA=-2.06. (6) Synergy scores: CSS=67.5, Synergy_ZIP=1.60, Synergy_Bliss=2.26, Synergy_Loewe=-0.470, Synergy_HSA=2.89. Drug 2: CC1C(C(CC(O1)OC2CC(OC(C2O)C)OC3=CC4=CC5=C(C(=O)C(C(C5)C(C(=O)C(C(C)O)O)OC)OC6CC(C(C(O6)C)O)OC7CC(C(C(O7)C)O)OC8CC(C(C(O8)C)O)(C)O)C(=C4C(=C3C)O)O)O)O. Cell line: SK-MEL-5. Drug 1: CC1=C2C(C(=O)C3(C(CC4C(C3C(C(C2(C)C)(CC1OC(=O)C(C(C5=CC=CC=C5)NC(=O)C6=CC=CC=C6)O)O)OC(=O)C7=CC=CC=C7)(CO4)OC(=O)C)O)C)OC(=O)C. (7) Drug 1: C(=O)(N)NO. Drug 2: C1CN(CCN1C(=O)CCBr)C(=O)CCBr. Cell line: LOX IMVI. Synergy scores: CSS=28.1, Synergy_ZIP=-7.59, Synergy_Bliss=1.09, Synergy_Loewe=-1.55, Synergy_HSA=2.68. (8) Drug 1: CN1C(=O)N2C=NC(=C2N=N1)C(=O)N. Drug 2: C(CC(=O)O)C(=O)CN.Cl. Cell line: K-562. Synergy scores: CSS=1.98, Synergy_ZIP=-2.28, Synergy_Bliss=-4.19, Synergy_Loewe=-5.35, Synergy_HSA=-5.00. (9) Drug 1: CNC(=O)C1=CC=CC=C1SC2=CC3=C(C=C2)C(=NN3)C=CC4=CC=CC=N4. Drug 2: CC12CCC3C(C1CCC2O)C(CC4=C3C=CC(=C4)O)CCCCCCCCCS(=O)CCCC(C(F)(F)F)(F)F. Cell line: MDA-MB-231. Synergy scores: CSS=-1.91, Synergy_ZIP=1.40, Synergy_Bliss=-3.63, Synergy_Loewe=-8.87, Synergy_HSA=-7.08. (10) Drug 1: C1=NC2=C(N1)C(=S)N=C(N2)N. Drug 2: C1C(C(OC1N2C=NC3=C(N=C(N=C32)Cl)N)CO)O. Cell line: NCI/ADR-RES. Synergy scores: CSS=45.9, Synergy_ZIP=-16.8, Synergy_Bliss=-9.37, Synergy_Loewe=-5.22, Synergy_HSA=-2.51.